Predict the product of the given reaction. From a dataset of Forward reaction prediction with 1.9M reactions from USPTO patents (1976-2016). (1) Given the reactants FC(F)(F)S(O[C:7]1[CH:16]=[C:15]2[C:10]([CH:11]=[CH:12][C:13](=[O:17])[O:14]2)=[CH:9][CH:8]=1)(=O)=O.[CH2:20]([OH:24])[CH2:21][C:22]#[CH:23].C(N(CC)CC)C, predict the reaction product. The product is: [OH:24][CH2:20][CH2:21][C:22]#[C:23][C:7]1[CH:16]=[C:15]2[C:10]([CH:11]=[CH:12][C:13](=[O:17])[O:14]2)=[CH:9][CH:8]=1. (2) Given the reactants [CH3:1][O:2][C:3]1[C:8]([C:9]2[CH:14]=[CH:13][CH:12]=[C:11]([CH:15]3[CH2:18][O:17][CH2:16]3)[CH:10]=2)=[CH:7][C:6]([C:19](O)=[O:20])=[CH:5][CH:4]=1.[CH3:22][O:23][C:24]([C:26]1([NH2:33])[CH2:32][CH2:31][CH2:30][CH2:29][CH2:28][CH2:27]1)=[O:25], predict the reaction product. The product is: [CH3:22][O:23][C:24]([C:26]1([NH:33][C:19]([C:6]2[CH:7]=[C:8]([C:9]3[CH:14]=[CH:13][CH:12]=[C:11]([CH:15]4[CH2:18][O:17][CH2:16]4)[CH:10]=3)[C:3]([O:2][CH3:1])=[CH:4][CH:5]=2)=[O:20])[CH2:27][CH2:28][CH2:29][CH2:30][CH2:31][CH2:32]1)=[O:25]. (3) Given the reactants [CH3:1][C:2]1([CH2:15][C:16]([O:18][CH2:19][CH3:20])=[O:17])[C:10]2[C:5](=[CH:6][CH:7]=[CH:8][C:9]=2[N+:11]([O-])=O)[NH:4][C:3]1=[O:14], predict the reaction product. The product is: [NH2:11][C:9]1[CH:8]=[CH:7][CH:6]=[C:5]2[C:10]=1[C:2]([CH2:15][C:16]([O:18][CH2:19][CH3:20])=[O:17])([CH3:1])[C:3](=[O:14])[NH:4]2. (4) Given the reactants [N:1]1[C:10]2[C:5](=[CH:6][CH:7]=[CH:8][C:9]=2[NH:11][C:12]([C@@H:14]2[CH2:18][CH2:17][CH2:16][NH:15]2)=[O:13])[CH:4]=[CH:3][CH:2]=1.C=O.[C:21](O[BH-](OC(=O)C)OC(=O)C)(=O)C.[Na+].[OH-].[Na+], predict the reaction product. The product is: [N:1]1[C:10]2[C:5](=[CH:6][CH:7]=[CH:8][C:9]=2[NH:11][C:12]([C@@H:14]2[CH2:18][CH2:17][CH2:16][N:15]2[CH3:21])=[O:13])[CH:4]=[CH:3][CH:2]=1. (5) Given the reactants [O:1]=[C:2]1[NH:6][C@@H:5]([CH2:7][C:8]2[CH:9]=[C:10]3[C:14](=[CH:15][CH:16]=2)[NH:13][C:12]2[C:17](=[O:21])[O:18][CH2:19][CH2:20][C:11]3=2)[CH2:4][O:3]1.CS(O)(=O)=O.[CH3:27][OH:28], predict the reaction product. The product is: [CH3:27][O:28][C:17]([C:12]1[NH:13][C:14]2[C:10]([C:11]=1[CH2:20][CH2:19][OH:18])=[CH:9][C:8]([CH2:7][C@H:5]1[CH2:4][O:3][C:2](=[O:1])[NH:6]1)=[CH:16][CH:15]=2)=[O:21]. (6) Given the reactants C(N(CC)CC)C.[CH3:8][O:9][C:10](=[O:24])[C:11]1[CH:16]=[CH:15][C:14]([CH2:17][CH2:18][S:19](Cl)(=[O:21])=[O:20])=[C:13]([CH3:23])[CH:12]=1.[CH2:25]([O:29][C:30]1[CH:31]=[C:32]([C:40]2[NH:44][C:43](=[O:45])[C:42]3([CH2:50][CH2:49][NH:48][CH2:47][CH2:46]3)[N:41]=2)[CH:33]=[C:34]([C:36]([F:39])([F:38])[F:37])[CH:35]=1)[CH2:26][CH:27]=[CH2:28], predict the reaction product. The product is: [CH3:8][O:9][C:10](=[O:24])[C:11]1[CH:16]=[CH:15][C:14]([CH2:17][CH2:18][S:19]([N:48]2[CH2:49][CH2:50][C:42]3([N:41]=[C:40]([C:32]4[CH:33]=[C:34]([C:36]([F:39])([F:37])[F:38])[CH:35]=[C:30]([O:29][CH2:25][CH2:26][CH:27]=[CH2:28])[CH:31]=4)[NH:44][C:43]3=[O:45])[CH2:46][CH2:47]2)(=[O:21])=[O:20])=[C:13]([CH3:23])[CH:12]=1. (7) Given the reactants [O:1]=[C:2]1[CH2:10][C:9]2[C:4](=[CH:5][C:6]([CH2:11][C:12]3[CH:13]=[C:14]([NH:18][C:19]([C:21]4[S:22][CH:23]=[CH:24][CH:25]=4)=[O:20])[CH:15]=[CH:16][CH:17]=3)=[CH:7][CH:8]=2)[NH:3]1.[CH:26](OCC)=[O:27].[O-]CC.[Na+].Cl, predict the reaction product. The product is: [OH:27][CH:26]=[C:10]1[C:9]2[C:4](=[CH:5][C:6]([CH2:11][C:12]3[CH:13]=[C:14]([NH:18][C:19]([C:21]4[S:22][CH:23]=[CH:24][CH:25]=4)=[O:20])[CH:15]=[CH:16][CH:17]=3)=[CH:7][CH:8]=2)[NH:3][C:2]1=[O:1]. (8) The product is: [CH2:24]([O:23][C:21](=[O:22])[CH2:20][CH2:19][CH2:18][CH2:17][CH:9]([C:7]([C:4]1[CH:3]=[C:2]([CH3:1])[O:6][N:5]=1)=[O:8])[C:10]([OH:12])=[O:11])[CH3:25]. Given the reactants [CH3:1][C:2]1[O:6][N:5]=[C:4]([C:7]([CH:9]([CH2:17][CH2:18][CH2:19][CH2:20][C:21]([O:23][CH2:24][CH3:25])=[O:22])[C:10]([O:12]C(C)(C)C)=[O:11])=[O:8])[CH:3]=1, predict the reaction product. (9) The product is: [CH3:41][N:40]([CH3:42])[C:37]1[CH:38]=[CH:39][C:34]([C:33]#[C:32][C:30]2[CH:29]=[N:28][C:27]3[C:26]([CH:31]=2)=[C:5]2[CH:4]=[CH:3][C:2]([CH3:1])=[CH:7][C:6]2=[N:8][C:44]=3[NH2:45])=[C:35]([CH3:43])[CH:36]=1. Given the reactants [CH3:1][C:2]1[CH:3]=[CH:4][C:5](B2OC(C)(C)C(C)(C)O2)=[C:6]([NH:8]C(=O)OC(C)(C)C)[CH:7]=1.Cl[C:26]1[C:27]([C:44]#[N:45])=[N:28][CH:29]=[C:30]([C:32]#[C:33][C:34]2[CH:39]=[CH:38][C:37]([N:40]([CH3:42])[CH3:41])=[CH:36][C:35]=2[CH3:43])[CH:31]=1.C(=O)([O-])[O-].[Na+].[Na+], predict the reaction product.